From a dataset of Forward reaction prediction with 1.9M reactions from USPTO patents (1976-2016). Predict the product of the given reaction. (1) Given the reactants [OH-].[Na+].C([O:5][C:6](=[O:19])[C:7]([O:10][C:11]1[CH:16]=[CH:15][C:14]([Cl:17])=[CH:13][C:12]=1[Cl:18])([CH3:9])[CH3:8])C.Cl.O, predict the reaction product. The product is: [Cl:18][C:12]1[CH:13]=[C:14]([Cl:17])[CH:15]=[CH:16][C:11]=1[O:10][C:7]([CH3:9])([CH3:8])[C:6]([OH:19])=[O:5]. (2) The product is: [C:1]([O:5][C:6](=[O:7])[N:8]([C:9]1[CH:14]=[C:13]([CH2:15][CH2:16][OH:17])[CH:12]=[CH:11][N:10]=1)[CH2:21][C:22]1[CH:23]=[CH:24][C:25]([O:28][CH3:29])=[CH:26][CH:27]=1)([CH3:2])([CH3:4])[CH3:3]. Given the reactants [C:1]([O:5][C:6]([N:8]([CH2:21][C:22]1[CH:27]=[CH:26][C:25]([O:28][CH3:29])=[CH:24][CH:23]=1)[C:9]1[CH:14]=[C:13]([CH2:15][C:16](OCC)=[O:17])[CH:12]=[CH:11][N:10]=1)=[O:7])([CH3:4])([CH3:3])[CH3:2].COC1C=CC(CNC2N=CC=C(C)C=2C(OC(C)(C)C)=O)=CC=1.[Li+].[BH4-], predict the reaction product. (3) Given the reactants [CH2:1]([CH:3]1[CH:20]([OH:21])[CH:19]([CH3:22])[CH:18]=[C:17]([CH3:23])[CH:16]=[C:15]([O:24][CH3:25])[C:14](=[O:26])[O:13][CH:12]([CH:27]([CH:29]([OH:48])[CH:30]([CH3:47])/[C:31](=[N:41]\[O:42][CH2:43][C:44](O)=[O:45])/[CH:32]=[CH:33]/[CH:34]([CH3:40])[CH:35]([OH:39])/[CH:36]=[CH:37]/[CH3:38])[CH3:28])[CH:11]([O:49][CH3:50])[CH:10]=[CH:9][CH:8]=[C:7]([CH3:51])[CH2:6][CH:5]([CH3:52])[CH:4]1[OH:53])[CH3:2].C1C=CC2N(O)N=NC=2C=1.[CH2:64]([CH2:66][NH2:67])[OH:65].O, predict the reaction product. The product is: [CH2:1]([CH:3]1[CH:20]([OH:21])[CH:19]([CH3:22])[CH:18]=[C:17]([CH3:23])[CH:16]=[C:15]([O:24][CH3:25])[C:14](=[O:26])[O:13][CH:12]([CH:27]([CH:29]([OH:48])[CH:30]([CH3:47])/[C:31](=[N:41]\[O:42][CH2:43][C:44]([NH:67][CH2:66][CH2:64][OH:65])=[O:45])/[CH:32]=[CH:33]/[CH:34]([CH3:40])[CH:35]([OH:39])/[CH:36]=[CH:37]/[CH3:38])[CH3:28])[CH:11]([O:49][CH3:50])[CH:10]=[CH:9][CH:8]=[C:7]([CH3:51])[CH2:6][CH:5]([CH3:52])[CH:4]1[OH:53])[CH3:2]. (4) Given the reactants C([N:8]1[C@H:12]([C:13]([O:15][CH2:16][CH3:17])=[O:14])[CH2:11][CH2:10][C@@H:9]1[C:18]([O:20][CH2:21][CH3:22])=[O:19])C1C=CC=CC=1, predict the reaction product. The product is: [NH:8]1[C@H:12]([C:13]([O:15][CH2:16][CH3:17])=[O:14])[CH2:11][CH2:10][C@@H:9]1[C:18]([O:20][CH2:21][CH3:22])=[O:19]. (5) Given the reactants [F:1][C:2]([F:14])([F:13])[O:3][C:4]1[CH:9]=[CH:8][CH:7]=[CH:6][C:5]=1B(O)O.[C:15]([O:19][C:20]([N:22]1[CH2:27][CH2:26][CH:25]([C:28](SC2C=CC=CC=2C)=[O:29])[CH2:24][CH2:23]1)=[O:21])([CH3:18])([CH3:17])[CH3:16], predict the reaction product. The product is: [C:15]([O:19][C:20]([N:22]1[CH2:27][CH2:26][CH:25]([C:28](=[O:29])[C:5]2[CH:6]=[CH:7][CH:8]=[CH:9][C:4]=2[O:3][C:2]([F:14])([F:13])[F:1])[CH2:24][CH2:23]1)=[O:21])([CH3:18])([CH3:17])[CH3:16]. (6) Given the reactants Cl[C:2]1[N:7]=[C:6]([O:8][C@@H:9]([C@H:11]2[CH2:15][NH:14][C:13](=[O:16])[CH2:12]2)[CH3:10])[C:5]2[N:17]([CH:20]3[CH2:22][CH2:21]3)[CH:18]=[N:19][C:4]=2[CH:3]=1.BrC1N=C(O[C@@H]([C@H]2CNC(=O)C2)C)C2N(C3CC3)C=NC=2C=1.CC1(C)C(C)(C)OB([C:53]2[CH:61]=[C:60]3[C:56]([CH2:57][C:58](=[O:62])[NH:59]3)=[CH:55][CH:54]=2)O1, predict the reaction product. The product is: [CH:20]1([N:17]2[C:5]3[C:6]([O:8][C@@H:9]([C@@H:11]4[CH2:12][C:13](=[O:16])[NH:14][CH2:15]4)[CH3:10])=[N:7][C:2]([C:53]4[CH:61]=[C:60]5[C:56]([CH2:57][C:58](=[O:62])[NH:59]5)=[CH:55][CH:54]=4)=[CH:3][C:4]=3[N:19]=[CH:18]2)[CH2:22][CH2:21]1. (7) Given the reactants [CH2:1]([O:3][C@H:4]1[CH2:11][C@:7]2([C:12]3[CH:17]=[CH:16][CH:15]=[CH:14][C:13]=3[F:18])[NH:8][O:9][CH2:10][C@@H:6]2[CH2:5]1)[CH3:2].C(=O)(O)[O-].[Na+].C(OCC)(=O)C, predict the reaction product. The product is: [NH2:8][C@@:7]1([C:12]2[CH:17]=[CH:16][CH:15]=[CH:14][C:13]=2[F:18])[CH2:11][C@H:4]([O:3][CH2:1][CH3:2])[CH2:5][C@H:6]1[CH2:10][OH:9]. (8) The product is: [Cl:8][C:5]1[CH:6]=[CH:7][C:2]([C:23]2([OH:26])[CH2:22][CH2:21][N:20]([CH2:19][C:18]3[CH:27]=[CH:28][CH:29]=[C:16]([O:15][CH3:14])[CH:17]=3)[CH2:25][CH2:24]2)=[CH:3][CH:4]=1. Given the reactants Br[C:2]1[CH:7]=[CH:6][C:5]([Cl:8])=[CH:4][CH:3]=1.C([Li])CCC.[CH3:14][O:15][C:16]1[CH:17]=[C:18]([CH:27]=[CH:28][CH:29]=1)[CH2:19][N:20]1[CH2:25][CH2:24][C:23](=[O:26])[CH2:22][CH2:21]1, predict the reaction product.